Dataset: Catalyst prediction with 721,799 reactions and 888 catalyst types from USPTO. Task: Predict which catalyst facilitates the given reaction. (1) Reactant: C([O:3][C:4](=[O:21])[CH:5]([C:7]1[CH:20]=[CH:19][C:10]2[N:11]=[C:12]([NH:14][S:15]([CH3:18])(=[O:17])=[O:16])[S:13][C:9]=2[CH:8]=1)[CH3:6])C.[OH-].[Na+].C(O)(=O)C. Product: [CH3:18][S:15]([NH:14][C:12]1[S:13][C:9]2[CH:8]=[C:7]([CH:5]([CH3:6])[C:4]([OH:21])=[O:3])[CH:20]=[CH:19][C:10]=2[N:11]=1)(=[O:16])=[O:17]. The catalyst class is: 20. (2) The catalyst class is: 15. Product: [Br:14][C:4]1[N:3]=[C:2]([F:1])[C:7]([OH:8])=[CH:6][CH:5]=1. Reactant: [F:1][C:2]1[C:7]([OH:8])=[CH:6][CH:5]=[CH:4][N:3]=1.C([O-])(=O)C.[Na+].[Br:14]Br. (3) Reactant: C(OC([N:8]1[CH2:13][CH2:12][C:11]([C:16]2[CH:21]=[C:20]([Cl:22])[CH:19]=[CH:18][C:17]=2[O:23][CH3:24])([O:14][CH3:15])[CH2:10][CH2:9]1)=O)(C)(C)C. Product: [Cl:22][C:20]1[CH:19]=[CH:18][C:17]([O:23][CH3:24])=[C:16]([C:11]2([O:14][CH3:15])[CH2:10][CH2:9][NH:8][CH2:13][CH2:12]2)[CH:21]=1.[ClH:22]. The catalyst class is: 240. (4) Reactant: [O:1]1[C:5]2([CH2:10][CH2:9][CH:8]([NH2:11])[CH2:7][CH2:6]2)[O:4][CH2:3][CH2:2]1.O.C([O-])(O)=O.[Na+].[C:18](Cl)([Cl:20])=[O:19]. Product: [O:1]1[C:5]2([CH2:10][CH2:9][CH:8]([NH:11][C:18]([Cl:20])=[O:19])[CH2:7][CH2:6]2)[O:4][CH2:3][CH2:2]1. The catalyst class is: 390. (5) Reactant: [Br:1][C:2]1[C:7]([OH:8])=[C:6]([CH2:9][CH2:10][N:11]2[CH2:16][CH2:15][N:14]([C:17]3[CH:26]=[CH:25][CH:24]=[C:23]4[C:18]=3[CH:19]=[N:20][C:21]([CH3:27])=[N:22]4)[CH2:13][CH2:12]2)[C:5]([F:28])=[CH:4][CH:3]=1.Br[CH2:30][C:31]([NH2:33])=[O:32].C([O-])([O-])=O.[K+].[K+]. Product: [Br:1][C:2]1[C:7]([O:8][CH2:30][C:31]([NH2:33])=[O:32])=[C:6]([CH2:9][CH2:10][N:11]2[CH2:16][CH2:15][N:14]([C:17]3[CH:26]=[CH:25][CH:24]=[C:23]4[C:18]=3[CH:19]=[N:20][C:21]([CH3:27])=[N:22]4)[CH2:13][CH2:12]2)[C:5]([F:28])=[CH:4][CH:3]=1. The catalyst class is: 21.